The task is: Predict which catalyst facilitates the given reaction.. This data is from Catalyst prediction with 721,799 reactions and 888 catalyst types from USPTO. Reactant: [CH:1]([N:14]1[CH2:17][CH:16](O)[CH2:15]1)([C:8]1[CH:13]=[CH:12][CH:11]=[CH:10][CH:9]=1)[C:2]1[CH:7]=[CH:6][CH:5]=[CH:4][CH:3]=1.ClCCl.COCCN(S(F)(F)[F:32])CCOC.C(=O)(O)[O-].[Na+]. Product: [CH:1]([N:14]1[CH2:17][CH:16]([F:32])[CH2:15]1)([C:8]1[CH:13]=[CH:12][CH:11]=[CH:10][CH:9]=1)[C:2]1[CH:7]=[CH:6][CH:5]=[CH:4][CH:3]=1. The catalyst class is: 6.